From a dataset of Reaction yield outcomes from USPTO patents with 853,638 reactions. Predict the reaction yield, written as a fraction of the theoretical maximum amount of product (1.0 means a 100% yield; for example, 0.34 means a 34% yield). (1) The reactants are [CH3:1][O:2][C@H:3]1[C@@H:9]2[O:10][CH2:11][C@H:12]([O:13]C(C3C=CC=CC=3)=O)[C@@H:8]2[O:7][C@H:4]1[O:5][CH3:6].[OH-].[Na+].N1C=CC=CC=1.[CH3:30][S:31](Cl)(=[O:33])=[O:32]. The catalyst is CO.C(OCC)(=O)C.ClCCl. The product is [CH3:1][O:2][C@H:3]1[C@@H:9]2[O:10][CH2:11][C@H:12]([O:13][S:31]([CH3:30])(=[O:33])=[O:32])[C@@H:8]2[O:7][C@H:4]1[O:5][CH3:6]. The yield is 0.960. (2) The reactants are Cl.[Cl:2][CH2:3][CH2:4][NH:5][CH2:6][CH2:7][Cl:8].CCN(CC)CC.[C:16]1([CH3:26])[CH:21]=[CH:20][C:19]([S:22](Cl)(=[O:24])=[O:23])=[CH:18][CH:17]=1. The catalyst is C1COCC1.CN(C1C=CN=CC=1)C. The product is [Cl:2][CH2:3][CH2:4][N:5]([CH2:6][CH2:7][Cl:8])[S:22]([C:19]1[CH:20]=[CH:21][C:16]([CH3:26])=[CH:17][CH:18]=1)(=[O:24])=[O:23]. The yield is 0.800.